This data is from CYP1A2 inhibition data for predicting drug metabolism from PubChem BioAssay. The task is: Regression/Classification. Given a drug SMILES string, predict its absorption, distribution, metabolism, or excretion properties. Task type varies by dataset: regression for continuous measurements (e.g., permeability, clearance, half-life) or binary classification for categorical outcomes (e.g., BBB penetration, CYP inhibition). Dataset: cyp1a2_veith. (1) The drug is CC(C)NC(=O)N1CC2(CCN(C(=O)c3cccn3C)CC2)C1. The result is 0 (non-inhibitor). (2) The drug is CN(C)CCCNC(=O)CCc1nc2ccccc2c(=O)[nH]1. The result is 0 (non-inhibitor). (3) The drug is Cc1cc(NC(=O)CSc2ccc3nnc(-c4ccc(F)cc4)n3n2)no1. The result is 1 (inhibitor). (4) The drug is O=C(Nc1nc(-c2ccccc2)cs1)c1ccc(Br)o1. The result is 1 (inhibitor). (5) The molecule is C[C@H](O)C(=O)C1=Nc2c(nc(N)[nH]c2=O)NC1. The result is 0 (non-inhibitor).